Dataset: Full USPTO retrosynthesis dataset with 1.9M reactions from patents (1976-2016). Task: Predict the reactants needed to synthesize the given product. (1) Given the product [C:23]1([C:32]2[CH:37]=[CH:36][CH:35]=[CH:34][CH:33]=2)[CH:24]=[CH:25][C:20]([C:18]2[O:19][C:15]([CH:13]([O:12][C:9]3[CH:10]=[CH:11][C:6]([CH2:5][CH2:4][C:3]([OH:2])=[O:31])=[C:7]([CH3:30])[CH:8]=3)[CH3:14])=[C:16]([CH:27]([CH3:29])[CH3:28])[N:17]=2)=[CH:21][CH:22]=1, predict the reactants needed to synthesize it. The reactants are: C[O:2][C:3](=[O:31])[CH2:4][CH2:5][C:6]1[CH:11]=[CH:10][C:9]([O:12][CH:13]([C:15]2[O:19][C:18]([C:20]3[CH:25]=[CH:24][C:23](Br)=[CH:22][CH:21]=3)=[N:17][C:16]=2[CH:27]([CH3:29])[CH3:28])[CH3:14])=[CH:8][C:7]=1[CH3:30].[C:32]1(B(O)O)[CH:37]=[CH:36][CH:35]=[CH:34][CH:33]=1.C(=O)([O-])[O-].[Na+].[Na+]. (2) Given the product [C:28]([C:26]1[CH:25]=[CH:24][N:23]=[C:22]([N:16]2[CH2:17][CH2:18][N:19]([C:5](=[O:6])/[CH:4]=[CH:3]/[C:2]([F:9])([F:8])[F:1])[CH2:20][CH2:21]2)[CH:27]=1)(=[O:30])[CH3:29], predict the reactants needed to synthesize it. The reactants are: [F:1][C:2]([F:9])([F:8])/[CH:3]=[CH:4]/[C:5](O)=[O:6].C(Cl)(=O)C(Cl)=O.[N:16]1([C:22]2[CH:27]=[C:26]([C:28](=[O:30])[CH3:29])[CH:25]=[CH:24][N:23]=2)[CH2:21][CH2:20][NH:19][CH2:18][CH2:17]1.CCN(C(C)C)C(C)C. (3) Given the product [CH2:47]([O:46][C:44]1[CH:43]=[C:42]([O:49][CH:50]([CH3:51])[CH3:52])[C:41]([F:53])=[C:40]([CH:26]([NH:27][C:28]2[CH:33]=[CH:32][C:31]([C:34]3[N:38]=[C:37]([CH3:39])[O:36][N:35]=3)=[CH:30][CH:29]=2)[C:4]2[N:5]([C:7]([C:20]3[CH:25]=[CH:24][CH:23]=[CH:22][CH:21]=3)([C:14]3[CH:19]=[CH:18][CH:17]=[CH:16][CH:15]=3)[C:8]3[CH:13]=[CH:12][CH:11]=[CH:10][CH:9]=3)[CH:6]=[C:2]([C:8]3[CH:13]=[CH:12][CH:11]=[CH:10][C:9]=3[C:54]([OH:57])=[O:55])[N:3]=2)[CH:45]=1)[CH3:48], predict the reactants needed to synthesize it. The reactants are: Br[C:2]1[N:3]=[C:4]([CH:26]([C:40]2[CH:45]=[C:44]([O:46][CH2:47][CH3:48])[CH:43]=[C:42]([O:49][CH:50]([CH3:52])[CH3:51])[C:41]=2[F:53])[NH:27][C:28]2[CH:33]=[CH:32][C:31]([C:34]3[N:38]=[C:37]([CH3:39])[O:36][N:35]=3)=[CH:30][CH:29]=2)[N:5]([C:7]([C:20]2[CH:25]=[CH:24][CH:23]=[CH:22][CH:21]=2)([C:14]2[CH:19]=[CH:18][CH:17]=[CH:16][CH:15]=2)[C:8]2[CH:13]=[CH:12][CH:11]=[CH:10][CH:9]=2)[CH:6]=1.[C:54]([O-:57])([O-])=[O:55].[Na+].[Na+]. (4) Given the product [Cl:1][C:2]1[CH:3]=[C:4]([S:9][C:10]2[C:18]3[C:13](=[CH:14][C:15]([CH3:19])=[CH:16][CH:17]=3)[NH:12][C:11]=2[CH2:20][CH2:21][C:22]([NH:24][CH2:28][CH2:27][CH2:26][CH2:31][CH2:30][CH3:29])=[O:23])[CH:5]=[C:6]([Cl:8])[CH:7]=1, predict the reactants needed to synthesize it. The reactants are: [Cl:1][C:2]1[CH:3]=[C:4]([S:9][C:10]2[C:18]3[C:13](=[CH:14][C:15]([CH3:19])=[CH:16][CH:17]=3)[NH:12][C:11]=2[CH2:20][CH2:21][C:22]([NH2:24])=[O:23])[CH:5]=[C:6]([Cl:8])[CH:7]=1.Cl[C:26]1[CH:27]=[C:28](SC2[C:31]3[C:26](=[CH:27][C:28](C)=[CH:29][CH:30]=3)NC=2CCC(O)=O)[CH:29]=[C:30](Cl)[CH:31]=1.C(Cl)(=O)C(Cl)=O.C(N)CCCCC.CCN(CC)CC. (5) Given the product [O:1]([C:8]1[CH:28]=[CH:27][C:11]([O:12][C:13]2[C:14]3[N:21]([CH:22]4[CH2:26][CH2:25][N:24]([C:34]#[N:35])[CH2:23]4)[CH:20]=[CH:19][C:15]=3[N:16]=[CH:17][N:18]=2)=[CH:10][CH:9]=1)[C:2]1[CH:7]=[CH:6][CH:5]=[CH:4][CH:3]=1, predict the reactants needed to synthesize it. The reactants are: [O:1]([C:8]1[CH:28]=[CH:27][C:11]([O:12][C:13]2[C:14]3[N:21]([C@@H:22]4[CH2:26][CH2:25][NH:24][CH2:23]4)[CH:20]=[CH:19][C:15]=3[N:16]=[CH:17][N:18]=2)=[CH:10][CH:9]=1)[C:2]1[CH:7]=[CH:6][CH:5]=[CH:4][CH:3]=1.C(=O)(O)[O-].[Na+].[C:34](Br)#[N:35].